Task: Predict which catalyst facilitates the given reaction.. Dataset: Catalyst prediction with 721,799 reactions and 888 catalyst types from USPTO (1) Reactant: [H-].C([Al+]CC(C)C)C(C)C.C([O:13][C:14](=O)/[CH:15]=[CH:16]/[C:17]#[C:18][C:19]1[CH:24]=[C:23]([Cl:25])[CH:22]=[C:21]([Cl:26])[CH:20]=1)C. Product: [Cl:25][C:23]1[CH:24]=[C:19]([C:18]#[C:17]/[CH:16]=[CH:15]/[CH2:14][OH:13])[CH:20]=[C:21]([Cl:26])[CH:22]=1. The catalyst class is: 33. (2) Reactant: O[CH2:2][C:3]1([O:6][C:7]2[CH:12]=[CH:11][CH:10]=[CH:9][C:8]=2[OH:13])[CH2:5][CH2:4]1.C1(P(C2C=CC=CC=2)C2C=CC=CC=2)C=CC=CC=1.N(C(OCC)=O)=NC(OCC)=O. Product: [C:3]12([O:6][C:7]3[CH:12]=[CH:11][CH:10]=[CH:9][C:8]=3[O:13][CH2:2]1)[CH2:4][CH2:5]2. The catalyst class is: 2.